From a dataset of Forward reaction prediction with 1.9M reactions from USPTO patents (1976-2016). Predict the product of the given reaction. (1) Given the reactants Br[C:2]1[CH:7]=[C:6]([Cl:8])[N:5]=[N:4][C:3]=1[NH2:9].[CH3:10][Zn]C, predict the reaction product. The product is: [Cl:8][C:6]1[N:5]=[N:4][C:3]([NH2:9])=[C:2]([CH3:10])[CH:7]=1. (2) The product is: [Cl:1][C:2]1[C:3]([NH:22][C:23]2[CH:32]=[CH:31][CH:30]=[CH:29][C:24]=2[C:25]([NH:27][CH3:28])=[O:26])=[CH:4][C:5]([NH:8][C:9]2[CH:14]=[CH:13][C:12]([N:15]3[CH2:20][CH2:19][O:18][CH2:17][CH2:16]3)=[CH:11][CH:10]=2)=[N:6][CH:7]=1. Given the reactants [Cl:1][C:2]1[C:3](I)=[CH:4][C:5]([NH:8][C:9]2[CH:14]=[CH:13][C:12]([N:15]3[CH2:20][CH2:19][O:18][CH2:17][CH2:16]3)=[CH:11][CH:10]=2)=[N:6][CH:7]=1.[NH2:22][C:23]1[CH:32]=[CH:31][CH:30]=[CH:29][C:24]=1[C:25]([NH:27][CH3:28])=[O:26].P([O-])([O-])([O-])=O.[K+].[K+].[K+].C1(P(C2C=CC=CC=2)C2C=CC=CC=2OC2C=CC=CC=2P(C2C=CC=CC=2)C2C=CC=CC=2)C=CC=CC=1, predict the reaction product. (3) Given the reactants [CH2:1]([N:8]([C:20]1[C:25]([Cl:26])=[CH:24][C:23]([C:27]([F:30])([F:29])[F:28])=[CH:22][N:21]=1)[S:9]([C:12]1[CH:17]=[CH:16][C:15]([C:18]#[N:19])=[CH:14][CH:13]=1)(=[O:11])=[O:10])[C:2]1[CH:7]=[CH:6][CH:5]=[CH:4][CH:3]=1.[N-:31]=[N+:32]=[N-:33].[Na+].[NH4+].[Cl-], predict the reaction product. The product is: [CH2:1]([N:8]([C:20]1[C:25]([Cl:26])=[CH:24][C:23]([C:27]([F:30])([F:28])[F:29])=[CH:22][N:21]=1)[S:9]([C:12]1[CH:13]=[CH:14][C:15]([C:18]2[N:31]=[N:32][NH:33][N:19]=2)=[CH:16][CH:17]=1)(=[O:10])=[O:11])[C:2]1[CH:7]=[CH:6][CH:5]=[CH:4][CH:3]=1. (4) The product is: [CH3:1][C:7](=[CH2:15])[CH2:8][CH2:9][CH2:10][CH2:11][C:12]([OH:14])=[O:13]. Given the reactants [CH2:1]([Li])CCC.O=[C:7]([CH3:15])[CH2:8][CH2:9][CH2:10][CH2:11][C:12]([OH:14])=[O:13].O.Cl, predict the reaction product. (5) Given the reactants [C:1]1([CH:7]([C:14]2[CH:19]=[CH:18][CH:17]=[CH:16][CH:15]=2)[N:8]2[CH2:11][CH:10]([CH2:12][OH:13])[CH2:9]2)[CH:6]=[CH:5][CH:4]=[CH:3][CH:2]=1.C1(C(C2C=CC=CC=2)N2CC(C(O)=O)C2)C=CC=CC=1.[H-].[H-].[H-].[H-].[Li+].[Al+3].CCN(CC)CC.[CH3:53][S:54](Cl)(=[O:56])=[O:55], predict the reaction product. The product is: [CH3:53][S:54]([O:13][CH2:12][CH:10]1[CH2:11][N:8]([CH:7]([C:14]2[CH:19]=[CH:18][CH:17]=[CH:16][CH:15]=2)[C:1]2[CH:2]=[CH:3][CH:4]=[CH:5][CH:6]=2)[CH2:9]1)(=[O:56])=[O:55]. (6) Given the reactants [NH2:1][C:2]1[CH:11]=[CH:10][C:5]([C:6]([O:8][CH3:9])=[O:7])=[C:4]([O:12][CH3:13])[CH:3]=1.Cl[C:15]1[N:20]=[C:19]([C:21]2[CH:22]=[CH:23][C:24]([O:29][CH:30]3[CH2:35][CH2:34][O:33][CH2:32][CH2:31]3)=[C:25]([CH:28]=2)[C:26]#[N:27])[CH:18]=[CH:17][N:16]=1, predict the reaction product. The product is: [C:26]([C:25]1[CH:28]=[C:21]([C:19]2[CH:18]=[CH:17][N:16]=[C:15]([NH:1][C:2]3[CH:11]=[CH:10][C:5]([C:6]([O:8][CH3:9])=[O:7])=[C:4]([O:12][CH3:13])[CH:3]=3)[N:20]=2)[CH:22]=[CH:23][C:24]=1[O:29][CH:30]1[CH2:35][CH2:34][O:33][CH2:32][CH2:31]1)#[N:27]. (7) Given the reactants [F:1][C:2]1[CH:7]=[CH:6][CH:5]=[C:4]([F:8])[C:3]=1[N:9]1[C:14]2[N:15]=[C:16](S(C)(=O)=O)[N:17]=[C:18]([C:19]3[CH:20]=[C:21]([CH:26]=[CH:27][C:28]=3[CH3:29])[C:22]([NH:24][CH3:25])=[O:23])[C:13]=2[CH2:12][NH:11][C:10]1=[O:34].[NH2:35][CH2:36][CH2:37][NH:38][CH:39]([CH3:41])[CH3:40], predict the reaction product. The product is: [NH4+:9].[OH-:23].[F:1][C:2]1[CH:7]=[CH:6][CH:5]=[C:4]([F:8])[C:3]=1[N:9]1[C:14]2[N:15]=[C:16]([NH:35][CH2:36][CH2:37][NH:38][CH:39]([CH3:41])[CH3:40])[N:17]=[C:18]([C:19]3[CH:20]=[C:21]([CH:26]=[CH:27][C:28]=3[CH3:29])[C:22]([NH:24][CH3:25])=[O:23])[C:13]=2[CH2:12][NH:11][C:10]1=[O:34].